Dataset: Forward reaction prediction with 1.9M reactions from USPTO patents (1976-2016). Task: Predict the product of the given reaction. (1) Given the reactants [C:1]([C:5]1[N:10]=[C:9]([O:11][CH3:12])[C:8]([C:13](OCC)=[O:14])=[CH:7][N:6]=1)([CH3:4])([CH3:3])[CH3:2].[H-].[H-].[H-].[H-].[Li+].[Al+3], predict the reaction product. The product is: [C:1]([C:5]1[N:10]=[C:9]([O:11][CH3:12])[C:8]([CH2:13][OH:14])=[CH:7][N:6]=1)([CH3:4])([CH3:2])[CH3:3]. (2) Given the reactants I[CH2:2][CH2:3][CH2:4][CH:5]([CH3:7])[CH3:6].C([O:12][C:13](=[O:34])[C:14]([S:17][C:18]1[S:19][CH:20]=[C:21]([CH2:23][CH2:24][NH:25][C:26]2[N:31]=[CH:30][C:29]([CH2:32][CH3:33])=[CH:28][N:27]=2)[N:22]=1)([CH3:16])[CH3:15])(C)(C)C.CC(C)CCCO.[BrH:42].C(O)(=O)C, predict the reaction product. The product is: [BrH:42].[CH2:32]([C:29]1[CH:28]=[N:27][C:26]([N:25]([CH2:2][CH2:3][CH2:4][CH:5]([CH3:7])[CH3:6])[CH2:24][CH2:23][C:21]2[N:22]=[C:18]([S:17][C:14]([CH3:15])([CH3:16])[C:13]([OH:34])=[O:12])[S:19][CH:20]=2)=[N:31][CH:30]=1)[CH3:33]. (3) Given the reactants [Br:1][C:2]1[NH:6][CH:5]=[N:4][CH:3]=1.[H-].[Na+].Br[CH2:10][CH2:11][O:12][C:13]([C:26]1[CH:31]=[CH:30][CH:29]=[CH:28][CH:27]=1)([C:20]1[CH:25]=[CH:24][CH:23]=[CH:22][CH:21]=1)[C:14]1[CH:19]=[CH:18][CH:17]=[CH:16][CH:15]=1, predict the reaction product. The product is: [Br:1][C:2]1[N:6]=[CH:5][N:4]([CH2:10][CH2:11][O:12][C:13]([C:20]2[CH:25]=[CH:24][CH:23]=[CH:22][CH:21]=2)([C:14]2[CH:15]=[CH:16][CH:17]=[CH:18][CH:19]=2)[C:26]2[CH:31]=[CH:30][CH:29]=[CH:28][CH:27]=2)[CH:3]=1. (4) Given the reactants [Cl:1][C:2]1[CH:8]=[C:7]([O:9][C:10]2[C:19]3[C:14](=[CH:15][C:16]([O:22][CH3:23])=[C:17]([O:20][CH3:21])[CH:18]=3)[N:13]=[CH:12][N:11]=2)[CH:6]=[CH:5][C:3]=1[NH2:4].ClC(Cl)(O[C:28](=[O:34])OC(Cl)(Cl)Cl)Cl.Cl.[CH3:37][NH2:38].CO, predict the reaction product. The product is: [Cl:1][C:2]1[CH:8]=[C:7]([O:9][C:10]2[C:19]3[C:14](=[CH:15][C:16]([O:22][CH3:23])=[C:17]([O:20][CH3:21])[CH:18]=3)[N:13]=[CH:12][N:11]=2)[CH:6]=[CH:5][C:3]=1[NH:4][C:28]([NH:38][CH3:37])=[O:34]. (5) Given the reactants [CH3:1][C:2]1[CH:3]=[C:4]([CH:16]=[CH:17][CH:18]=1)[O:5][C:6]1[C:15]2[C:10](=[CH:11][CH:12]=[CH:13][CH:14]=2)[CH:9]=[CH:8][CH:7]=1.[Br:19]N1C(=O)CCC1=O, predict the reaction product. The product is: [Br:19][CH2:1][C:2]1[CH:3]=[C:4]([CH:16]=[CH:17][CH:18]=1)[O:5][C:6]1[C:15]2[C:10](=[CH:11][CH:12]=[CH:13][CH:14]=2)[CH:9]=[CH:8][CH:7]=1. (6) Given the reactants [F:1][C:2]1[CH:3]=[C:4]([CH:20]=[CH:21][CH:22]=1)[CH2:5][NH:6][C:7]([NH:9][C:10]1[S:11][C:12]([CH:17]([CH3:19])[CH3:18])=[C:13]([CH2:15][OH:16])[N:14]=1)=[O:8], predict the reaction product. The product is: [F:1][C:2]1[CH:3]=[C:4]([CH:20]=[CH:21][CH:22]=1)[CH2:5][NH:6][C:7]([NH:9][C:10]1[S:11][C:12]([CH:17]([CH3:19])[CH3:18])=[C:13]([CH:15]=[O:16])[N:14]=1)=[O:8].